From a dataset of Reaction yield outcomes from USPTO patents with 853,638 reactions. Predict the reaction yield, written as a fraction of the theoretical maximum amount of product (1.0 means a 100% yield; for example, 0.34 means a 34% yield). (1) The reactants are Cl[C:2]1[N:7]=[C:6]([C:8]2[N:12]3[CH:13]=[CH:14][CH:15]=[CH:16][C:11]3=[N:10][C:9]=2[C:17]2[CH:18]=[C:19]([CH:31]=[CH:32][CH:33]=2)[C:20]([NH:22][C:23]2[C:28]([F:29])=[CH:27][CH:26]=[CH:25][C:24]=2[F:30])=[O:21])[CH:5]=[CH:4][N:3]=1.[CH3:34][C:35]1[C:36]([N:44]2[CH2:49][CH2:48][N:47]([CH2:50][CH2:51][S:52]([CH3:55])(=[O:54])=[O:53])[CH2:46][CH2:45]2)=[CH:37][C:38]([O:42][CH3:43])=[C:39]([CH:41]=1)[NH2:40].C1(C)C=CC(S(O)(=O)=O)=CC=1.C[O-].[Na+]. The catalyst is C(Cl)Cl.CC(O)C. The product is [F:30][C:24]1[CH:25]=[CH:26][CH:27]=[C:28]([F:29])[C:23]=1[NH:22][C:20](=[O:21])[C:19]1[CH:31]=[CH:32][CH:33]=[C:17]([C:9]2[N:10]=[C:11]3[CH:16]=[CH:15][CH:14]=[CH:13][N:12]3[C:8]=2[C:6]2[CH:5]=[CH:4][N:3]=[C:2]([NH:40][C:39]3[CH:41]=[C:35]([CH3:34])[C:36]([N:44]4[CH2:49][CH2:48][N:47]([CH2:50][CH2:51][S:52]([CH3:55])(=[O:54])=[O:53])[CH2:46][CH2:45]4)=[CH:37][C:38]=3[O:42][CH3:43])[N:7]=2)[CH:18]=1. The yield is 0.490. (2) The reactants are [Cl:1][CH2:2][CH2:3][CH2:4][CH2:5][C:6]#[CH:7].C([Li])CCC.Cl[Si:14]([CH3:17])([CH3:16])[CH3:15]. The catalyst is CCOCC. The product is [Cl:1][CH2:2][CH2:3][CH2:4][CH2:5][C:6]#[C:7][Si:14]([CH3:17])([CH3:16])[CH3:15]. The yield is 0.560. (3) The reactants are C[O:2][C:3](=[O:28])/[CH:4]=[CH:5]/[C:6]1[CH:7]=[CH:8][C:9]2[O:25][C:12]3([CH2:17][CH2:16][N:15]([C:18]([O:20][C:21]([CH3:24])([CH3:23])[CH3:22])=[O:19])[CH2:14][CH2:13]3)[C:11](=[O:26])[C:10]=2[CH:27]=1.[OH-].[Na+]. No catalyst specified. The product is [C:21]([O:20][C:18]([N:15]1[CH2:16][CH2:17][C:12]2([C:11](=[O:26])[C:10]3[CH:27]=[C:6](/[CH:5]=[CH:4]/[C:3]([OH:28])=[O:2])[CH:7]=[CH:8][C:9]=3[O:25]2)[CH2:13][CH2:14]1)=[O:19])([CH3:24])([CH3:22])[CH3:23]. The yield is 0.980. (4) The reactants are [OH:1][C:2]1[CH:9]=[CH:8][C:5]([C:6]#[N:7])=[CH:4][C:3]=1[N+:10]([O-])=O.O.NN. The catalyst is C(O)C.CO.[Ni]. The product is [NH2:10][C:3]1[CH:4]=[C:5]([CH:8]=[CH:9][C:2]=1[OH:1])[C:6]#[N:7]. The yield is 0.490. (5) The reactants are [NH:1]([S:8]([CH2:11][CH2:12][CH2:13][CH2:14][CH2:15][C:16]([O:18]CC)=O)(=[O:10])=[O:9])[C:2]1[CH:7]=[CH:6][CH:5]=[CH:4][CH:3]=1.Cl.[NH2:22][OH:23].C[O-].[Na+]. The catalyst is CO. The product is [NH:1]([S:8]([CH2:11][CH2:12][CH2:13][CH2:14][CH2:15][C:16]([NH:22][OH:23])=[O:18])(=[O:10])=[O:9])[C:2]1[CH:7]=[CH:6][CH:5]=[CH:4][CH:3]=1. The yield is 0.690. (6) The catalyst is N1C=CC=CC=1.CCOC(C)=O. The product is [F:43][C:40]1[N:39]=[CH:38][C:37]([N:35]([CH3:36])[C:33]2[N:34]=[C:29]([NH2:28])[N:30]=[C:31]([C:44]3[N:45]=[C:11]([C:8]4[CH:9]=[N:10][C:5]([O:4][CH2:3][C:2]([F:1])([F:15])[F:14])=[CH:6][CH:7]=4)[O:13][N:46]=3)[N:32]=2)=[CH:42][CH:41]=1. The yield is 0.0300. The reactants are [F:1][C:2]([F:15])([F:14])[CH2:3][O:4][C:5]1[N:10]=[CH:9][C:8]([C:11]([OH:13])=O)=[CH:7][CH:6]=1.Cl.CN(C)CCCN=C=NCC.[NH2:28][C:29]1[N:34]=[C:33]([N:35]([C:37]2[CH:38]=[N:39][C:40]([F:43])=[CH:41][CH:42]=2)[CH3:36])[N:32]=[C:31]([C:44](=[N:46]O)[NH2:45])[N:30]=1.